Dataset: Reaction yield outcomes from USPTO patents with 853,638 reactions. Task: Predict the reaction yield, written as a fraction of the theoretical maximum amount of product (1.0 means a 100% yield; for example, 0.34 means a 34% yield). (1) The reactants are [NH2:1][C:2]1[CH:7]=[CH:6][C:5]([C:8]#[C:9][C:10]2[N:11]([CH2:23][CH3:24])[C:12]3[C:17]([C:18]=2[C:19]#[N:20])=[CH:16][CH:15]=[C:14]([O:21][CH3:22])[CH:13]=3)=[CH:4][CH:3]=1.[Cl:25][CH2:26][CH2:27][N:28]=[C:29]=[O:30]. The catalyst is C1(C)C=CC=CC=1.CC(C)=O. The product is [Cl:25][CH2:26][CH2:27][NH:28][C:29]([NH:1][C:2]1[CH:7]=[CH:6][C:5]([C:8]#[C:9][C:10]2[N:11]([CH2:23][CH3:24])[C:12]3[C:17]([C:18]=2[C:19]#[N:20])=[CH:16][CH:15]=[C:14]([O:21][CH3:22])[CH:13]=3)=[CH:4][CH:3]=1)=[O:30]. The yield is 0.540. (2) The reactants are [F:1][C:2]1[CH:7]=[CH:6][C:5]([C:8]([C:10]2[N:11]=[C:12]([C:24]3[CH:29]=[CH:28][C:27]([O:30][CH3:31])=[CH:26][CH:25]=3)[N:13](S(C3C=CC=CC=3)(=O)=O)[CH:14]=2)=[O:9])=[CH:4][CH:3]=1.[F-].C([N+](CCCC)(CCCC)CCCC)CCC.C([O-])(O)=O.[Na+]. The catalyst is C1COCC1. The product is [F:1][C:2]1[CH:3]=[CH:4][C:5]([C:8]([C:10]2[N:11]=[C:12]([C:24]3[CH:29]=[CH:28][C:27]([O:30][CH3:31])=[CH:26][CH:25]=3)[NH:13][CH:14]=2)=[O:9])=[CH:6][CH:7]=1. The yield is 0.900.